Predict the reaction yield, written as a fraction of the theoretical maximum amount of product (1.0 means a 100% yield; for example, 0.34 means a 34% yield). From a dataset of Reaction yield outcomes from USPTO patents with 853,638 reactions. (1) The reactants are Cl.[Br:2][C:3]1[CH:8]=[CH:7][N:6]=[CH:5][CH:4]=1.C([N-]C(C)C)(C)C.[Li+].CN([CH:20]=[O:21])C. The catalyst is C1COCC1. The product is [Br:2][C:3]1[CH:8]=[CH:7][N:6]=[CH:5][C:4]=1[CH:20]=[O:21]. The yield is 0.310. (2) The product is [CH2:1]([O:8][C:9]([N:11]1[CH2:20][CH2:19][C:18]2[C:17]([NH:39][C:36]3[CH:35]=[C:34]([CH:31]4[CH2:33][CH2:32]4)[NH:38][N:37]=3)=[N:16][C:15]([S:22][CH3:23])=[N:14][C:13]=2[CH2:12]1)=[O:10])[C:2]1[CH:7]=[CH:6][CH:5]=[CH:4][CH:3]=1. The yield is 0.400. The reactants are [CH2:1]([O:8][C:9]([N:11]1[CH2:20][CH2:19][C:18]2[C:17](Cl)=[N:16][C:15]([S:22][CH3:23])=[N:14][C:13]=2[CH2:12]1)=[O:10])[C:2]1[CH:7]=[CH:6][CH:5]=[CH:4][CH:3]=1.C(N(CC)CC)C.[CH:31]1([C:34]2[NH:38][N:37]=[C:36]([NH2:39])[CH:35]=2)[CH2:33][CH2:32]1. The catalyst is CN1C(=O)CCC1.O. (3) The reactants are [NH2:1][C:2]1[CH:7]=[CH:6][C:5]([C:8]2[N:13]=[C:12]([N:14]3[CH2:20][CH:19]4[O:21][CH:16]([CH2:17][CH2:18]4)[CH2:15]3)[N:11]=[C:10]([C:22]3[CH:27]=[CH:26][C:25]([NH:28][C:29]([NH:31][CH3:32])=[O:30])=[CH:24][CH:23]=3)[N:9]=2)=[CH:4][CH:3]=1.[C:33]([C:36]1[CH:37]=[C:38]([NH:42][C:43](=O)[O:44]C2C=CC=CC=2)[CH:39]=[CH:40][CH:41]=1)(=[O:35])[NH2:34]. No catalyst specified. The product is [CH3:32][NH:31][C:29]([NH:28][C:25]1[CH:26]=[CH:27][C:22]([C:10]2[N:11]=[C:12]([N:14]3[CH2:20][CH:19]4[O:21][CH:16]([CH2:17][CH2:18]4)[CH2:15]3)[N:13]=[C:8]([C:5]3[CH:4]=[CH:3][C:2]([NH:1][C:43]([NH:42][C:38]4[CH:37]=[C:36]([CH:41]=[CH:40][CH:39]=4)[C:33]([NH2:34])=[O:35])=[O:44])=[CH:7][CH:6]=3)[N:9]=2)=[CH:23][CH:24]=1)=[O:30]. The yield is 0.130. (4) The reactants are [Br:1][CH:2]([C:6]1[CH:11]=[CH:10][CH:9]=[CH:8][CH:7]=1)[C:3]([OH:5])=[O:4].[C:12]1([C@@H:18](O)[CH3:19])[CH:17]=[CH:16][CH:15]=[CH:14][CH:13]=1.CCN=C=NCCCN(C)C. The catalyst is CN(C1C=CN=CC=1)C.ClCCl.C(OCC)(=O)C. The product is [Br:1][CH:2]([C:6]1[CH:11]=[CH:10][CH:9]=[CH:8][CH:7]=1)[C:3]([O:5][C@H:18]([C:12]1[CH:17]=[CH:16][CH:15]=[CH:14][CH:13]=1)[CH3:19])=[O:4]. The yield is 0.730. (5) The reactants are [NH2:1][C:2]1[N:6]([CH3:7])[C:5](=[O:8])[C:4]([C:19]2[CH:24]=[CH:23][CH:22]=[C:21]([O:25]CC3C=CC=CC=3)[CH:20]=2)([C:9]2[CH:10]=[N:11][N:12]([CH2:14][C:15]([F:18])([F:17])[F:16])[CH:13]=2)[N:3]=1. The catalyst is C(O)C.[Pd]. The product is [NH2:1][C:2]1[N:6]([CH3:7])[C:5](=[O:8])[C:4]([C:19]2[CH:24]=[CH:23][CH:22]=[C:21]([OH:25])[CH:20]=2)([C:9]2[CH:10]=[N:11][N:12]([CH2:14][C:15]([F:18])([F:17])[F:16])[CH:13]=2)[N:3]=1. The yield is 0.950. (6) The reactants are [C:1]([C:3]1[CH:4]=[C:5](B2OC(C)(C)C(C)(C)O2)[CH:6]=[N:7][CH:8]=1)#[N:2].Br[C:19]1[S:23][C:22]([C:24]([OH:26])=[O:25])=[CH:21][CH:20]=1.C([O-])([O-])=O.[Na+].[Na+].O. The catalyst is COCCOC.C1C=CC(P(C2C=CC=CC=2)[C-]2C=CC=C2)=CC=1.C1C=CC(P(C2C=CC=CC=2)[C-]2C=CC=C2)=CC=1.Cl[Pd]Cl.[Fe+2].CC#N.O. The product is [C:1]([C:3]1[CH:4]=[C:5]([C:19]2[S:23][C:22]([C:24]([OH:26])=[O:25])=[CH:21][CH:20]=2)[CH:6]=[N:7][CH:8]=1)#[N:2]. The yield is 0.570. (7) The reactants are [C:1]1([C:7](=[C:9]2[C:17]3[C:12](=[CH:13][CH:14]=[CH:15][CH:16]=3)[NH:11][C:10]2=[O:18])[CH3:8])[CH:6]=[CH:5][CH:4]=[CH:3][CH:2]=1.C([O-])([O-])=O.[K+].[K+].CNCCNC.I[C:32]1[CH:33]=[C:34]([CH:40]=[CH:41][CH:42]=1)[C:35]([O:37][CH2:38][CH3:39])=[O:36]. The catalyst is [Cu]I.C(#N)C. The product is [CH2:38]([O:37][C:35](=[O:36])[C:34]1[CH:40]=[CH:41][CH:42]=[C:32]([N:11]2[C:12]3[C:17](=[CH:16][CH:15]=[CH:14][CH:13]=3)[C:9](=[C:7]([C:1]3[CH:2]=[CH:3][CH:4]=[CH:5][CH:6]=3)[CH3:8])[C:10]2=[O:18])[CH:33]=1)[CH3:39]. The yield is 0.900.